This data is from Catalyst prediction with 721,799 reactions and 888 catalyst types from USPTO. The task is: Predict which catalyst facilitates the given reaction. (1) Reactant: [C:1]([O:9][CH2:10]/[CH:11]=[CH:12]/[C:13]1[NH:21][C:20]2[C:19]([O:22][C:23]3[CH:28]=[CH:27][CH:26]=[CH:25][CH:24]=3)=[N:18][CH:17]=[N:16][C:15]=2[CH:14]=1)(=[O:8])[C:2]1[CH:7]=[CH:6][CH:5]=[CH:4][CH:3]=1.[C:29](=O)([O-])[O-].[K+].[K+].IC.O. Product: [C:1]([O:9][CH2:10]/[CH:11]=[CH:12]/[C:13]1[N:21]([CH3:29])[C:20]2[C:19]([O:22][C:23]3[CH:28]=[CH:27][CH:26]=[CH:25][CH:24]=3)=[N:18][CH:17]=[N:16][C:15]=2[CH:14]=1)(=[O:8])[C:2]1[CH:7]=[CH:6][CH:5]=[CH:4][CH:3]=1. The catalyst class is: 9. (2) Reactant: C1[C@@H](O)[C@@H](O)[C@H](O)C[C@@]1(C(O)=O)O.[NH:14]1[CH2:16][CH2:15]1.[C:17]([O:21][C:22](O[C:22]([O:21][C:17]([CH3:20])([CH3:19])[CH3:18])=[O:23])=[O:23])([CH3:20])([CH3:19])[CH3:18]. The catalyst class is: 64. Product: [C:22]([N:14]1[CH2:16][CH2:15]1)([O:21][C:17]([CH3:20])([CH3:19])[CH3:18])=[O:23]. (3) Reactant: Cl[C:2]1[CH:7]=[C:6]([NH:8][C:9](=[O:11])[CH3:10])[CH:5]=[CH:4][N:3]=1.[CH3:12][CH:13]([N:15]1[CH2:20][CH2:19][NH:18][CH2:17][CH2:16]1)[CH3:14]. Product: [CH:13]([N:15]1[CH2:20][CH2:19][N:18]([C:2]2[CH:7]=[C:6]([NH:8][C:9](=[O:11])[CH3:10])[CH:5]=[CH:4][N:3]=2)[CH2:17][CH2:16]1)([CH3:14])[CH3:12]. The catalyst class is: 3. (4) Reactant: [H-].[Na+].[OH:3][CH2:4][CH2:5][C:6]1[C:14]2[C:9](=[CH:10][CH:11]=[C:12]([C:15]([F:18])([F:17])[F:16])[CH:13]=2)[N:8]([C:19]2[CH:20]=[C:21]([CH:25]=[CH:26][CH:27]=2)[C:22]([OH:24])=[O:23])[CH:7]=1.[CH3:28]I.S([O-])(O)(=O)=O.[K+]. Product: [CH3:28][O:3][CH2:4][CH2:5][C:6]1[C:14]2[C:9](=[CH:10][CH:11]=[C:12]([C:15]([F:17])([F:18])[F:16])[CH:13]=2)[N:8]([C:19]2[CH:20]=[C:21]([CH:25]=[CH:26][CH:27]=2)[C:22]([OH:24])=[O:23])[CH:7]=1. The catalyst class is: 90.